From a dataset of NCI-60 drug combinations with 297,098 pairs across 59 cell lines. Regression. Given two drug SMILES strings and cell line genomic features, predict the synergy score measuring deviation from expected non-interaction effect. Drug 1: C1CCN(CC1)CCOC2=CC=C(C=C2)C(=O)C3=C(SC4=C3C=CC(=C4)O)C5=CC=C(C=C5)O. Drug 2: CN(CCCl)CCCl.Cl. Cell line: OVCAR-5. Synergy scores: CSS=-4.61, Synergy_ZIP=-0.0113, Synergy_Bliss=-0.502, Synergy_Loewe=-4.60, Synergy_HSA=-4.10.